Dataset: Forward reaction prediction with 1.9M reactions from USPTO patents (1976-2016). Task: Predict the product of the given reaction. (1) Given the reactants [CH3:1][O:2][C:3]1[CH:4]=[C:5](B(O)O)[CH:6]=[CH:7][CH:8]=1.[CH:12](=[O:17])/[CH:13]=[CH:14]/[CH2:15][CH3:16].CO.[OH-].[K+], predict the reaction product. The product is: [CH3:1][O:2][C:3]1[CH:4]=[C:5]([C@H:14]([CH2:15][CH3:16])[CH2:13][CH:12]=[O:17])[CH:6]=[CH:7][CH:8]=1. (2) Given the reactants [C:1]([N:4]1[CH:10]([CH3:11])[CH2:9][C:8]2[CH:12]=[CH:13][C:14]([Cl:16])=[CH:15][C:7]=2[C:6]([C:17]2[CH:22]=[CH:21][C:20]([N+:23]([O-])=O)=[C:19]([CH3:26])[CH:18]=2)=[N:5]1)(=[O:3])[CH3:2].O.NN, predict the reaction product. The product is: [C:1]([N:4]1[CH:10]([CH3:11])[CH2:9][C:8]2[CH:12]=[CH:13][C:14]([Cl:16])=[CH:15][C:7]=2[C:6]([C:17]2[CH:22]=[CH:21][C:20]([NH2:23])=[C:19]([CH3:26])[CH:18]=2)=[N:5]1)(=[O:3])[CH3:2].